The task is: Predict the product of the given reaction.. This data is from Forward reaction prediction with 1.9M reactions from USPTO patents (1976-2016). (1) The product is: [F:1][C:2]1[CH:7]=[C:6]2[C:5](=[C:4]([OH:19])[CH:3]=1)[N:8]=[C:9]([OH:18])[CH:10]=[CH:11]2. Given the reactants [F:1][C:2]1[CH:7]=[CH:6][C:5]([NH:8][C:9](=[O:18])[CH:10]=[CH:11]C2C=CC=CC=2)=[C:4]([OH:19])[CH:3]=1.[Cl-].[Cl-].[Cl-].[Al+3], predict the reaction product. (2) Given the reactants S(=O)(=O)(O)O.[C:6]1(C)C=CC(S(O)(=O)=O)=CC=1.[C:17]1([C:23]2([C:29]([OH:31])=[O:30])[CH2:28][CH2:27][NH:26][CH2:25][CH2:24]2)[CH:22]=[CH:21][CH:20]=[CH:19][CH:18]=1.[OH-].[Na+], predict the reaction product. The product is: [C:17]1([C:23]2([C:29]([O:31][CH3:6])=[O:30])[CH2:24][CH2:25][NH:26][CH2:27][CH2:28]2)[CH:18]=[CH:19][CH:20]=[CH:21][CH:22]=1. (3) Given the reactants [C:1]([C:3]1[CH:10]=[CH:9][C:6]([CH2:7][NH2:8])=[CH:5][CH:4]=1)#[N:2].[CH3:11][O:12][C:13](=[O:18])[CH2:14][C:15](=O)[CH3:16].[CH3:19][O:20][C:21](=[O:24])[C:22]#[CH:23], predict the reaction product. The product is: [CH3:19][O:20][C:21](=[O:24])[CH:22]=[CH:23][C:14](=[C:15]([NH:2][CH2:1][C:3]1[CH:10]=[CH:9][C:6]([C:7]#[N:8])=[CH:5][CH:4]=1)[CH3:16])[C:13]([O:12][CH3:11])=[O:18]. (4) Given the reactants [CH3:1][O:2][C:3](=[O:16])[C:4]1[CH:9]=[CH:8][C:7]([NH:10][CH:11]2[CH2:14][CH2:13][CH2:12]2)=[C:6]([NH2:15])[CH:5]=1.[C:17](Cl)(Cl)=[O:18], predict the reaction product. The product is: [CH3:1][O:2][C:3]([C:4]1[CH:9]=[CH:8][C:7]2[N:10]([CH:11]3[CH2:14][CH2:13][CH2:12]3)[C:17](=[O:18])[NH:15][C:6]=2[CH:5]=1)=[O:16]. (5) Given the reactants Br[CH2:2][C:3]1[CH:15]=[CH:14][C:6]2[C:7](=[O:13])[O:8][C:9](C)(C)[O:10][C:5]=2[CH:4]=1.C1N2CN3CN(C2)C[N:17]1C3, predict the reaction product. The product is: [CH3:9][O:8][C:7](=[O:13])[C:6]1[CH:14]=[CH:15][C:3]([CH2:2][NH2:17])=[CH:4][C:5]=1[OH:10]. (6) Given the reactants [CH3:1][O:2][C:3]1[CH:8]=[CH:7][C:6]([C:9]2[CH:14]=[CH:13][N:12]=[CH:11][C:10]=2/[CH:15]=[CH:16]/[C:17]([O:19]CC)=[O:18])=[CH:5][CH:4]=1.[OH-].[Na+].O1CCCC1.CO, predict the reaction product. The product is: [CH3:1][O:2][C:3]1[CH:4]=[CH:5][C:6]([C:9]2[CH:14]=[CH:13][N:12]=[CH:11][C:10]=2/[CH:15]=[CH:16]/[C:17]([OH:19])=[O:18])=[CH:7][CH:8]=1. (7) Given the reactants C[O:2][C:3](=O)[CH2:4][O:5][N:6]1C(=O)C2C(=CC=CC=2)C1=O.[CH2:18]([NH2:21])[CH2:19][CH3:20], predict the reaction product. The product is: [NH2:6][O:5][CH2:4][C:3]([NH:21][CH2:18][CH2:19][CH3:20])=[O:2].